This data is from Peptide-MHC class I binding affinity with 185,985 pairs from IEDB/IMGT. The task is: Regression. Given a peptide amino acid sequence and an MHC pseudo amino acid sequence, predict their binding affinity value. This is MHC class I binding data. (1) The peptide sequence is AIYVFCISL. The MHC is HLA-A68:02 with pseudo-sequence HLA-A68:02. The binding affinity (normalized) is 0.205. (2) The peptide sequence is PGDLQTLAL. The MHC is HLA-A68:01 with pseudo-sequence HLA-A68:01. The binding affinity (normalized) is 0.146. (3) The peptide sequence is HLPTMYDGL. The MHC is HLA-A02:01 with pseudo-sequence HLA-A02:01. The binding affinity (normalized) is 0.353. (4) The MHC is HLA-B35:01 with pseudo-sequence HLA-B35:01. The binding affinity (normalized) is 0.0847. The peptide sequence is GELRKAICL. (5) The peptide sequence is TTPAYSLL. The MHC is H-2-Db with pseudo-sequence H-2-Db. The binding affinity (normalized) is 0. (6) The peptide sequence is VSLVKPTVY. The MHC is HLA-A26:01 with pseudo-sequence HLA-A26:01. The binding affinity (normalized) is 0. (7) The peptide sequence is GQQRSTLERTSKASL. The MHC is HLA-A24:02 with pseudo-sequence HLA-A24:02. The binding affinity (normalized) is 0.00596. (8) The peptide sequence is APQFSLWRR. The MHC is HLA-A03:01 with pseudo-sequence HLA-A03:01. The binding affinity (normalized) is 0.247. (9) The peptide sequence is EVREFLGSY. The MHC is HLA-B57:01 with pseudo-sequence HLA-B57:01. The binding affinity (normalized) is 0.0847.